This data is from Reaction yield outcomes from USPTO patents with 853,638 reactions. The task is: Predict the reaction yield, written as a fraction of the theoretical maximum amount of product (1.0 means a 100% yield; for example, 0.34 means a 34% yield). (1) The reactants are FC1C=C([N+]([O-])=O)C(F)=CC=1F.N1([C:19](=[O:21])C)CCNCC1.C(=O)([O-])[O-].[Cs+].[Cs+].[F:28][C:29]1[CH:34]=[C:33]([N+:35]([O-:37])=[O:36])[C:32](F)=[CH:31][C:30]=1[N:39]1[CH2:44][CH2:43][N:42]([C:45](=[O:47])[CH3:46])[CH2:41][CH2:40]1.FC1C(F)=CC(N2CCN(C(=O)C)CC2)=C([N+]([O-])=O)C=1. The catalyst is CC(N(C)C)=O.O.CO. The product is [F:28][C:29]1[CH:34]=[C:33]([N+:35]([O-:37])=[O:36])[C:32]([O:21][CH3:19])=[CH:31][C:30]=1[N:39]1[CH2:44][CH2:43][N:42]([C:45](=[O:47])[CH3:46])[CH2:41][CH2:40]1. The yield is 0.330. (2) The reactants are C[O:2][C:3](=[O:26])[C:4]1[CH:9]=[CH:8][C:7]([C:10]2[NH:11][C:12]3[C:17]([CH:18]=2)=[CH:16][C:15]([Cl:19])=[CH:14][C:13]=3[NH:20][CH:21]2[CH2:25][CH2:24][CH2:23][CH2:22]2)=[CH:6][CH:5]=1.O.CO.O.[OH-].[Li+]. The catalyst is O1CCCC1. The product is [Cl:19][C:15]1[CH:16]=[C:17]2[C:12](=[C:13]([NH:20][CH:21]3[CH2:22][CH2:23][CH2:24][CH2:25]3)[CH:14]=1)[NH:11][C:10]([C:7]1[CH:8]=[CH:9][C:4]([C:3]([OH:26])=[O:2])=[CH:5][CH:6]=1)=[CH:18]2. The yield is 0.0700. (3) The yield is 0.220. The product is [F:22][C:10]1[C:9]2[C:4](=[CH:5][CH:6]=[C:7]([C:15]#[N:16])[C:8]=2[C:11]([F:12])([F:14])[F:13])[NH:3][C:2]=1[CH3:1]. The reactants are [CH3:1][C:2]1[NH:3][C:4]2[C:9]([CH:10]=1)=[C:8]([C:11]([F:14])([F:13])[F:12])[C:7]([C:15]#[N:16])=[CH:6][CH:5]=2.[O-]S(C(F)(F)[F:22])(=O)=O.F[N+]1C=CC=CC=1. The catalyst is C(Cl)Cl. (4) The catalyst is COCCOC.C1C=CC([P]([Pd]([P](C2C=CC=CC=2)(C2C=CC=CC=2)C2C=CC=CC=2)([P](C2C=CC=CC=2)(C2C=CC=CC=2)C2C=CC=CC=2)[P](C2C=CC=CC=2)(C2C=CC=CC=2)C2C=CC=CC=2)(C2C=CC=CC=2)C2C=CC=CC=2)=CC=1. The yield is 0.790. The product is [CH2:24]([C:2]1[N:3]=[N+:4]([O-:22])[C:5]2[CH:11]=[C:10]([O:12][CH2:13][CH2:14][NH:15][C:16](=[O:21])[C:17]([F:20])([F:19])[F:18])[CH:9]=[CH:8][C:6]=2[N:7]=1)[CH3:25]. The reactants are Cl[C:2]1[N:3]=[N+:4]([O-:22])[C:5]2[CH:11]=[C:10]([O:12][CH2:13][CH2:14][NH:15][C:16](=[O:21])[C:17]([F:20])([F:19])[F:18])[CH:9]=[CH:8][C:6]=2[N:7]=1.[Sn](CC)(CC)(CC)[CH2:24][CH3:25]. (5) The reactants are [CH:1]1([N:4]2[C:13]3[CH:14]=[C:15]([O:18][CH2:19][C@@H:20]([NH:25]C(=O)OC(C)(C)C)[CH2:21][CH:22]([CH3:24])[CH3:23])[CH:16]=[CH:17][C:12]=3[C:11]3[C:6](=[CH:7][N:8]=[CH:9][CH:10]=3)[C:5]2=[O:33])[CH2:3][CH2:2]1.Cl.C(OCC)C. The catalyst is ClCCl. The product is [CH2:1]([N:4]1[C:13]2[CH:14]=[C:15]([O:18][CH2:19][C@@H:20]([NH2:25])[CH2:21][CH:22]([CH3:24])[CH3:23])[CH:16]=[CH:17][C:12]=2[C:11]2[C:6](=[CH:7][N:8]=[CH:9][CH:10]=2)[C:5]1=[O:33])[CH:2]=[CH2:3]. The yield is 0.100. (6) The reactants are [NH2:1][C:2]1[CH:7]=[CH:6][C:5]([OH:8])=[C:4]([Cl:9])[CH:3]=1.CC([O-])(C)C.[K+].Cl[C:17]1[CH:22]=[CH:21][N:20]=[C:19]([C:23]([NH2:25])=[O:24])[CH:18]=1.C([O-])([O-])=O.[K+].[K+]. The catalyst is CN(C=O)C.CCOC(C)=O.O. The product is [NH2:1][C:2]1[CH:7]=[CH:6][C:5]([O:8][C:17]2[CH:22]=[CH:21][N:20]=[C:19]([C:23]([NH2:25])=[O:24])[CH:18]=2)=[C:4]([Cl:9])[CH:3]=1. The yield is 0.400.